From a dataset of Reaction yield outcomes from USPTO patents with 853,638 reactions. Predict the reaction yield, written as a fraction of the theoretical maximum amount of product (1.0 means a 100% yield; for example, 0.34 means a 34% yield). (1) The reactants are [CH2:1]([NH:4][C:5]([NH:7][CH:8]1[CH2:13][CH2:12][O:11][CH2:10][CH2:9]1)=[O:6])[C:2]#[CH:3].[H-].[Na+]. The catalyst is C1COCC1. The product is [CH3:3][CH:2]1[N:7]([CH:8]2[CH2:9][CH2:10][O:11][CH2:12][CH2:13]2)[C:5](=[O:6])[NH:4][CH2:1]1. The yield is 0.470. (2) The yield is 0.780. The product is [N:1]12[CH2:9][CH2:8][CH:5]([CH2:6][CH2:7]1)[NH:4][CH2:3][CH2:2]2. The catalyst is O. The reactants are [N:1]12[CH2:9][CH2:8][CH:5]([CH2:6][CH2:7]1)[NH:4][C:3](=O)[CH2:2]2.O1CCOCC1. (3) The reactants are [F:1][C:2]1[CH:3]=[C:4]([N:37]2[C:42](=[O:43])[C:41]3[S:44][C:45]4[CH2:50][CH2:49][CH2:48][CH2:47][C:46]=4[C:40]=3[CH:39]=[N:38]2)[C:5]([CH2:32][O:33]C(=O)C)=[C:6]([C:8]2[CH:9]=[C:10]([NH:16][C:17]3[N:22]=[C:21]([O:23][CH2:24][CH2:25][N:26]([CH3:31])[C:27](=[O:30])[CH:28]=[CH2:29])[CH:20]=[CH:19][CH:18]=3)[C:11](=[O:15])[N:12]([CH3:14])[CH:13]=2)[CH:7]=1.O[Li].O. The catalyst is C1COCC1.CC(O)C.O. The product is [F:1][C:2]1[CH:3]=[C:4]([N:37]2[C:42](=[O:43])[C:41]3[S:44][C:45]4[CH2:50][CH2:49][CH2:48][CH2:47][C:46]=4[C:40]=3[CH:39]=[N:38]2)[C:5]([CH2:32][OH:33])=[C:6]([C:8]2[CH:9]=[C:10]([NH:16][C:17]3[N:22]=[C:21]([O:23][CH2:24][CH2:25][N:26]([CH3:31])[C:27](=[O:30])[CH:28]=[CH2:29])[CH:20]=[CH:19][CH:18]=3)[C:11](=[O:15])[N:12]([CH3:14])[CH:13]=2)[CH:7]=1. The yield is 0.670. (4) The reactants are Cl[C:2]1[C:7]([CH:8]=[O:9])=[C:6]([N:10]2[CH2:22][CH2:21][N:13]3[C:14]4[CH2:15][CH2:16][CH2:17][CH2:18][C:19]=4[CH:20]=[C:12]3[C:11]2=[O:23])[N:5]=[CH:4][CH:3]=1.[CH3:24][N:25]1[CH:30]=[C:29](B2OC(C)(C)C(C)(C)O2)[CH:28]=[C:27]([NH:40][C:41]2[CH:46]=[CH:45][C:44]([N:47]3[CH2:52][CH2:51][N:50]([CH:53]4[CH2:56][O:55][CH2:54]4)[CH2:49][CH2:48]3)=[CH:43][N:42]=2)[C:26]1=[O:57].[O-]P([O-])([O-])=O.[K+].[K+].[K+]. The catalyst is C1COCC1.O.C1C=CC(P(C2C=CC=CC=2)[C-]2C=CC=C2)=CC=1.C1C=CC(P(C2C=CC=CC=2)[C-]2C=CC=C2)=CC=1.Cl[Pd]Cl.[Fe+2]. The product is [CH3:24][N:25]1[C:26](=[O:57])[C:27]([NH:40][C:41]2[CH:46]=[CH:45][C:44]([N:47]3[CH2:52][CH2:51][N:50]([CH:53]4[CH2:54][O:55][CH2:56]4)[CH2:49][CH2:48]3)=[CH:43][N:42]=2)=[CH:28][C:29]([C:2]2[C:7]([CH:8]=[O:9])=[C:6]([N:10]3[CH:22]=[CH:21][N:13]4[C:14]5[CH2:15][CH2:16][CH2:17][CH2:18][C:19]=5[CH:20]=[C:12]4[C:11]3=[O:23])[N:5]=[CH:4][CH:3]=2)=[CH:30]1. The yield is 0.560. (5) The reactants are [NH2:1][C:2]1[C:3]([NH:16][CH:17]2[CH2:21][CH2:20][CH2:19][CH2:18]2)=[N:4][C:5]([NH:8][C@H:9]2[CH2:14][CH2:13][C@H:12]([OH:15])[CH2:11][CH2:10]2)=[N:6][CH:7]=1.[F:22][C:23]1[CH:28]=[CH:27][CH:26]=[C:25]([F:29])[C:24]=1[N:30]=[C:31]=S.C(O)C.CC(N=C=NC(C)C)C. The catalyst is CN(C=O)C. The product is [F:22][C:23]1[CH:28]=[CH:27][CH:26]=[C:25]([F:29])[C:24]=1[NH:30][C:31]1[N:16]([CH:17]2[CH2:21][CH2:20][CH2:19][CH2:18]2)[C:3]2[C:2]([N:1]=1)=[CH:7][N:6]=[C:5]([NH:8][C@H:9]1[CH2:10][CH2:11][C@H:12]([OH:15])[CH2:13][CH2:14]1)[N:4]=2. The yield is 0.460. (6) The reactants are F[C:2]1[CH:7]=[CH:6][C:5]([N+:8]([O-:10])=[O:9])=[CH:4][CH:3]=1.[C:11]([NH2:15])([CH3:14])([CH3:13])[CH3:12].O. The catalyst is CS(C)=O. The product is [C:11]([NH:15][C:2]1[CH:7]=[CH:6][C:5]([N+:8]([O-:10])=[O:9])=[CH:4][CH:3]=1)([CH3:14])([CH3:13])[CH3:12]. The yield is 0.730.